From a dataset of Peptide-MHC class I binding affinity with 185,985 pairs from IEDB/IMGT. Regression. Given a peptide amino acid sequence and an MHC pseudo amino acid sequence, predict their binding affinity value. This is MHC class I binding data. (1) The peptide sequence is FAAPHRGVA. The MHC is HLA-A02:01 with pseudo-sequence HLA-A02:01. The binding affinity (normalized) is 0.0847. (2) The peptide sequence is RQGKTPLTL. The MHC is HLA-A01:01 with pseudo-sequence HLA-A01:01. The binding affinity (normalized) is 0.0847.